Predict the reaction yield, written as a fraction of the theoretical maximum amount of product (1.0 means a 100% yield; for example, 0.34 means a 34% yield). From a dataset of Reaction yield outcomes from USPTO patents with 853,638 reactions. (1) The reactants are [Cl-].[Ca+2].[Cl-].Br[C:5]1[C:15]2[CH2:14][NH:13][CH2:12][CH2:11][C:10]34[CH:21]=[CH:20][C@H:19]([OH:22])[CH2:18][CH:16]3[O:17][C:8]([C:9]=24)=[C:7]([O:23][CH3:24])[CH:6]=1. The catalyst is [Zn]. The product is [CH3:24][O:23][C:7]1[CH:6]=[CH:5][C:15]2[CH2:14][NH:13][CH2:12][CH2:11][C:10]34[CH:21]=[CH:20][C@H:19]([OH:22])[CH2:18][CH:16]3[O:17][C:8]=1[C:9]=24. The yield is 0.790. (2) The reactants are [Br:1][C:2]1[N:3]=[C:4]2[C:10](I)=[CH:9][N:8]([S:12]([C:15]3[CH:20]=[CH:19][C:18]([CH3:21])=[CH:17][CH:16]=3)(=[O:14])=[O:13])[C:5]2=[N:6][CH:7]=1.[CH3:22][O:23][C:24]1[CH:29]=[CH:28][CH:27]=[CH:26][C:25]=1B(O)O.C(#N)C.C(=O)(O)[O-].[Na+]. The catalyst is Cl[Pd-2](Cl)(P(C1C=CC=CC=1)(C1C=CC=CC=1)C1C=CC=CC=1)P(C1C=CC=CC=1)(C1C=CC=CC=1)C1C=CC=CC=1.C(OCC)(=O)C. The product is [Br:1][C:2]1[N:3]=[C:4]2[C:10]([C:25]3[CH:26]=[CH:27][CH:28]=[CH:29][C:24]=3[O:23][CH3:22])=[CH:9][N:8]([S:12]([C:15]3[CH:20]=[CH:19][C:18]([CH3:21])=[CH:17][CH:16]=3)(=[O:14])=[O:13])[C:5]2=[N:6][CH:7]=1. The yield is 0.340. (3) The reactants are [F:1][C:2]1[CH:3]=[CH:4][C:5]([O:23][CH3:24])=[C:6]([C@H:8]2[CH2:12][CH2:11][CH2:10][N:9]2[C:13]2[CH:18]=[CH:17][N:16]3[N:19]=[CH:20][C:21]([NH2:22])=[C:15]3[N:14]=2)[CH:7]=1.CCN(C(C)C)C(C)C.C1N=CN([C:39]([N:41]2[CH:45]=N[CH:43]=[CH:42]2)=[O:40])C=1.N1CC[C@H:48]([OH:51])C1. The catalyst is C(Cl)Cl. The product is [F:1][C:2]1[CH:3]=[CH:4][C:5]([O:23][CH3:24])=[C:6]([C@H:8]2[CH2:12][CH2:11][CH2:10][N:9]2[C:13]2[CH:18]=[CH:17][N:16]3[N:19]=[CH:20][C:21]([NH:22][C:39]([N:41]4[CH2:42][CH2:43][C@H:48]([OH:51])[CH2:45]4)=[O:40])=[C:15]3[N:14]=2)[CH:7]=1. The yield is 0.830. (4) The reactants are [Cl:1][C:2]1[N:7]=[C:6]([Cl:8])[C:5]([CH:9]([CH3:11])[CH3:10])=[C:4]([O:12][C:13]2[CH:18]=[C:17]([CH3:19])[CH:16]=[C:15]([CH3:20])[CH:14]=2)[N:3]=1.C1C(=O)N([Br:28])C(=O)C1.C(OOC(=O)C1C=CC=CC=1)(=O)C1C=CC=CC=1. The catalyst is C(Cl)(Cl)(Cl)Cl.[W]. The product is [Br:28][CH2:19][C:17]1[CH:18]=[C:13]([CH:14]=[C:15]([CH3:20])[CH:16]=1)[O:12][C:4]1[C:5]([CH:9]([CH3:10])[CH3:11])=[C:6]([Cl:8])[N:7]=[C:2]([Cl:1])[N:3]=1. The yield is 0.620.